This data is from Peptide-MHC class I binding affinity with 185,985 pairs from IEDB/IMGT. The task is: Regression. Given a peptide amino acid sequence and an MHC pseudo amino acid sequence, predict their binding affinity value. This is MHC class I binding data. (1) The peptide sequence is CPDDQRAWNI. The MHC is HLA-B53:01 with pseudo-sequence HLA-B53:01. The binding affinity (normalized) is 0.557. (2) The peptide sequence is SLVSAGSGKV. The MHC is HLA-A02:03 with pseudo-sequence HLA-A02:03. The binding affinity (normalized) is 0.725. (3) The peptide sequence is DIIRAHPWF. The MHC is HLA-B58:01 with pseudo-sequence HLA-B58:01. The binding affinity (normalized) is 0.0847.